This data is from Forward reaction prediction with 1.9M reactions from USPTO patents (1976-2016). The task is: Predict the product of the given reaction. (1) Given the reactants [NH2:1][CH2:2][C:3]1[C:12](=[O:13])[C:11]2[C:6](=[CH:7][C:8]([Cl:14])=[CH:9][CH:10]=2)[N:5]([C:15]2[CH:20]=[CH:19][CH:18]=[CH:17][CH:16]=2)[CH:4]=1.[NH:21]1[C:29]2[C:24](=[CH:25][CH:26]=[C:27]([C:30](O)=[O:31])[CH:28]=2)[CH:23]=[CH:22]1, predict the reaction product. The product is: [Cl:14][C:8]1[CH:7]=[C:6]2[C:11]([C:12](=[O:13])[C:3]([CH2:2][NH:1][C:30]([C:27]3[CH:28]=[C:29]4[C:24]([CH:23]=[CH:22][NH:21]4)=[CH:25][CH:26]=3)=[O:31])=[CH:4][N:5]2[C:15]2[CH:16]=[CH:17][CH:18]=[CH:19][CH:20]=2)=[CH:10][CH:9]=1. (2) Given the reactants [NH2:1][C:2]1[N:11]=[CH:10][C:9]2[C:4](=[CH:5][CH:6]=[C:7]([C:12]3[C:13](=[O:19])[NH:14][CH:15]=[CH:16][C:17]=3[CH3:18])[CH:8]=2)[N:3]=1.P([O-])([O-])([O-])=O.[K+].[K+].[K+].[Cl:28][C:29]1[CH:34]=[CH:33][CH:32]=[C:31](I)[CH:30]=1.CNCCNC, predict the reaction product. The product is: [NH2:1][C:2]1[N:11]=[CH:10][C:9]2[C:4](=[CH:5][CH:6]=[C:7]([C:12]3[C:13](=[O:19])[N:14]([C:31]4[CH:32]=[CH:33][CH:34]=[C:29]([Cl:28])[CH:30]=4)[CH:15]=[CH:16][C:17]=3[CH3:18])[CH:8]=2)[N:3]=1. (3) Given the reactants C[C:2]1[C:3]([O:15][CH3:16])=[C:4]([CH3:14])[C:5]([C:11]([OH:13])=[O:12])=[N:6][C:7]=1[C:8]([OH:10])=[O:9].[OH-].[Na+], predict the reaction product. The product is: [CH3:14][C:4]1[C:5]([C:11]([OH:13])=[O:12])=[N:6][C:7]([C:8]([OH:10])=[O:9])=[CH:2][C:3]=1[O:15][CH3:16]. (4) The product is: [Br:1][C:2]1[CH:10]=[CH:9][C:8]([CH3:11])=[CH:7][C:3]=1[C:4]([O:6][CH3:12])=[O:5]. Given the reactants [Br:1][C:2]1[CH:10]=[CH:9][C:8]([CH3:11])=[CH:7][C:3]=1[C:4]([OH:6])=[O:5].[C:12](=O)(O)[O-].[Na+].C(OCC)(=O)C, predict the reaction product. (5) Given the reactants [F:1][C:2]1[CH:3]=[CH:4][C:5]([O:15][CH2:16][C:17]2[CH:22]=[CH:21][C:20]([F:23])=[CH:19][CH:18]=2)=[C:6]([C:8](=O)[CH2:9][CH2:10][C:11](=O)[CH3:12])[CH:7]=1.[C:24]([NH:27][C:28]1[CH:29]=[C:30]([CH:34]=[C:35]([NH2:37])[CH:36]=1)[C:31]([OH:33])=[O:32])(=[O:26])[CH3:25].CC1C=CC(S(O)(=O)=O)=CC=1.Cl, predict the reaction product. The product is: [F:1][C:2]1[CH:3]=[CH:4][C:5]([O:15][CH2:16][C:17]2[CH:22]=[CH:21][C:20]([F:23])=[CH:19][CH:18]=2)=[C:6]([C:8]2[N:37]([C:35]3[CH:34]=[C:30]([CH:29]=[C:28]([NH:27][C:24](=[O:26])[CH3:25])[CH:36]=3)[C:31]([OH:33])=[O:32])[C:11]([CH3:12])=[CH:10][CH:9]=2)[CH:7]=1. (6) Given the reactants [OH:1][CH2:2][CH2:3][CH2:4][S:5][C:6]1[C:15]2[C:10](=[CH:11][CH:12]=[C:13]([I:16])[CH:14]=2)[N:9]=[CH:8][C:7]=1[C:17]#[N:18].N1C=CN=C1.[Si:24](Cl)([C:27]([CH3:30])([CH3:29])[CH3:28])([CH3:26])[CH3:25], predict the reaction product. The product is: [C:27]([Si:24]([CH3:26])([CH3:25])[O:1][CH2:2][CH2:3][CH2:4][S:5][C:6]1[C:15]2[C:10](=[CH:11][CH:12]=[C:13]([I:16])[CH:14]=2)[N:9]=[CH:8][C:7]=1[C:17]#[N:18])([CH3:30])([CH3:29])[CH3:28]. (7) Given the reactants F[B-](F)(F)F.N1(OC(N(C)C)=[N+](C)C)C2C=CC=CC=2N=N1.[N:23]1([C@H:29]2[CH2:32][C@H:31]([S:33][C:34]3[CH:42]=[CH:41][C:37]([C:38]([OH:40])=O)=[CH:36][CH:35]=3)[CH2:30]2)[CH2:28][CH2:27][CH2:26][CH2:25][CH2:24]1.C(N(C(C)C)CC)(C)C.[NH:52]1[CH2:57][CH2:56][O:55][CH2:54][CH2:53]1, predict the reaction product. The product is: [N:23]1([C@H:29]2[CH2:30][C@H:31]([S:33][C:34]3[CH:35]=[CH:36][C:37]([C:38]([N:52]4[CH2:57][CH2:56][O:55][CH2:54][CH2:53]4)=[O:40])=[CH:41][CH:42]=3)[CH2:32]2)[CH2:24][CH2:25][CH2:26][CH2:27][CH2:28]1.